From a dataset of Full USPTO retrosynthesis dataset with 1.9M reactions from patents (1976-2016). Predict the reactants needed to synthesize the given product. (1) Given the product [O:26]1[C:25]2([CH2:30][CH2:31][CH:22]([N:3]3[C:2]([CH3:1])=[C:6]([I:7])[C:5]([CH3:8])=[N:4]3)[CH2:23][CH2:24]2)[O:29][CH2:28][CH2:27]1, predict the reactants needed to synthesize it. The reactants are: [CH3:1][C:2]1[C:6]([I:7])=[C:5]([CH3:8])[NH:4][N:3]=1.[H-].[Na+].CC1C=CC(S(O[CH:22]2[CH2:31][CH2:30][C:25]3([O:29][CH2:28][CH2:27][O:26]3)[CH2:24][CH2:23]2)(=O)=O)=CC=1. (2) Given the product [CH2:8]([O:10][C:11](=[O:15])[CH2:12][CH2:13][NH:7][CH:1]1[CH2:6][CH2:5][CH2:4][CH2:3][CH2:2]1)[CH3:9], predict the reactants needed to synthesize it. The reactants are: [CH:1]1([NH2:7])[CH2:6][CH2:5][CH2:4][CH2:3][CH2:2]1.[CH2:8]([O:10][C:11](=[O:15])[CH2:12][CH2:13]Cl)[CH3:9].C([O-])([O-])=O.[K+].[K+]. (3) Given the product [CH3:41][N:38]1[C:16](=[O:17])[CH2:18][N:19]2[CH:22]=[C:21]([CH:20]=[O:26])[N:3]=[C:37]2[CH2:36]1, predict the reactants needed to synthesize it. The reactants are: C(#[N:3])C.[Mg+2].[Br-].[Br-].[N+](C1C=CC(CO[C:16]([C:18]2[N:19]3[C@H:22](SC=2)[C@@H:21](Br)[C:20]3=[O:26])=[O:17])=CC=1)([O-])=O.C(OC(=O)C)(=O)C.[CH2:36]([N:38]([CH2:41]C)CC)[CH3:37]. (4) Given the product [C:28]([C:27]1[CH:23]=[N:24][N:25]2[C:5]([C:7]3[CH:8]=[C:9]([N:13]([CH2:19][CH3:20])[C:14]([CH:16]4[CH2:17][CH2:18]4)=[O:15])[CH:10]=[CH:11][CH:12]=3)=[CH:4][CH:3]=[N:2][C:21]=12)#[N:29], predict the reactants needed to synthesize it. The reactants are: C[N:2]([CH3:21])[CH:3]=[CH:4][C:5]([C:7]1[CH:8]=[C:9]([N:13]([CH2:19][CH3:20])[C:14]([CH:16]2[CH2:18][CH2:17]2)=[O:15])[CH:10]=[CH:11][CH:12]=1)=O.N[C:23]1[C:27]([C:28]#[N:29])=C[NH:25][N:24]=1. (5) Given the product [CH3:1][O:2][C:3](=[O:7])[C:4]([C:12]1[C:13]2[C:18](=[CH:17][CH:16]=[CH:15][CH:14]=2)[C:9]([Br:8])=[CH:10][CH:11]=1)=[O:5], predict the reactants needed to synthesize it. The reactants are: [CH3:1][O:2][C:3](=[O:7])[C:4](Cl)=[O:5].[Br:8][C:9]1[C:18]2[C:13](=[CH:14][CH:15]=[CH:16][CH:17]=2)[CH:12]=[CH:11][CH:10]=1.O.